From a dataset of Forward reaction prediction with 1.9M reactions from USPTO patents (1976-2016). Predict the product of the given reaction. Given the reactants B(Cl)(Cl)Cl.C([O:12][N:13]1[C:19](=[O:20])[N:18]2[CH2:21][C@H:14]1[CH2:15][CH2:16][C@H:17]2[C:22]1[S:26][N:25]=[CH:24][N:23]=1)C1C=CC=CC=1.CO, predict the reaction product. The product is: [OH:12][N:13]1[C:19](=[O:20])[N:18]2[CH2:21][C@H:14]1[CH2:15][CH2:16][C@H:17]2[C:22]1[S:26][N:25]=[CH:24][N:23]=1.